Predict the product of the given reaction. From a dataset of Forward reaction prediction with 1.9M reactions from USPTO patents (1976-2016). (1) Given the reactants [CH2:1]([O:8][C:9]([N:11]1[CH2:15][CH2:14][CH2:13][C@H:12]1[C:16](=[O:33])[NH:17][C:18]1[CH:23]=[CH:22][CH:21]=[C:20](B2OC(C)(C)C(C)(C)O2)[CH:19]=1)=[O:10])[C:2]1[CH:7]=[CH:6][CH:5]=[CH:4][CH:3]=1.Br[C:35]1[CH:47]=[CH:46][C:38]([CH2:39][NH:40][C:41]([CH:43]2[CH2:45][CH2:44]2)=[O:42])=[CH:37][CH:36]=1.CN(C=O)C, predict the reaction product. The product is: [CH2:1]([O:8][C:9]([N:11]1[CH2:15][CH2:14][CH2:13][C@H:12]1[C:16](=[O:33])[NH:17][C:18]1[CH:19]=[C:20]([C:35]2[CH:47]=[CH:46][C:38]([CH2:39][NH:40][C:41]([CH:43]3[CH2:45][CH2:44]3)=[O:42])=[CH:37][CH:36]=2)[CH:21]=[CH:22][CH:23]=1)=[O:10])[C:2]1[CH:7]=[CH:6][CH:5]=[CH:4][CH:3]=1. (2) Given the reactants [F:1][C:2]1[CH:3]=[C:4]([N:21]2[CH2:25][C@H:24]([CH2:26][N:27]3[CH:31]=[CH:30][N:29]=[N:28]3)[O:23][C:22]2=[O:32])[CH:5]=[CH:6][C:7]=1[C:8]1[CH:9]=[N:10][C:11]([C:14]2[CH2:18][C@@H:17]([CH2:19][OH:20])[O:16][N:15]=2)=[CH:12][CH:13]=1.N1C=CC=C[CH:34]=1.[C:39]1(=[O:49])[O:44][C:42](=[O:43])[C@H:41]2[CH2:45][CH2:46][CH2:47][CH2:48][C@@H:40]12, predict the reaction product. The product is: [CH:40]1([C:39]([O:20][CH2:19][C@H:17]2[O:16][N:15]=[C:14]([C:11]3[CH:12]=[CH:13][C:8]([C:7]4[CH:6]=[CH:5][C:4]([N:21]5[CH2:25][C@H:24]([CH2:26][N:27]6[CH:31]=[CH:30][N:29]=[N:28]6)[O:23][C:22]5=[O:32])=[CH:3][C:2]=4[F:1])=[CH:9][N:10]=3)[CH2:18]2)=[O:49])[CH2:48][CH2:47][CH2:46][CH2:45][CH:41]1[C:42]([O:44][CH3:34])=[O:43].